From a dataset of Full USPTO retrosynthesis dataset with 1.9M reactions from patents (1976-2016). Predict the reactants needed to synthesize the given product. (1) Given the product [Cl:1][C:2]1[N:7]=[C:6]([CH2:8][N:9]([CH:10]2[CH2:11][CH2:12]2)[C:13](=[O:15])[CH3:14])[CH:5]=[CH:4][N:3]=1, predict the reactants needed to synthesize it. The reactants are: [Cl:1][C:2]1[N:7]=[C:6]([CH2:8][NH:9][CH:10]2[CH2:12][CH2:11]2)[CH:5]=[CH:4][N:3]=1.[C:13](Cl)(=[O:15])[CH3:14].O. (2) Given the product [NH2:1][C:4]1[CH:9]=[CH:8][C:7]([N:10]2[CH:18]=[N:17][C:16]3[C:11]2=[N:12][CH:13]=[N:14][C:15]=3[NH2:19])=[CH:6][CH:5]=1, predict the reactants needed to synthesize it. The reactants are: [N+:1]([C:4]1[CH:9]=[CH:8][C:7]([N:10]2[CH:18]=[N:17][C:16]3[C:11]2=[N:12][CH:13]=[N:14][C:15]=3[NH2:19])=[CH:6][CH:5]=1)([O-])=O.[H][H]. (3) Given the product [F:19][C:2]([F:18])([F:1])[C@@H:3]([O:17][C:28](=[O:29])[NH:27][C:24]1[CH:25]=[CH:26][C:21]([Cl:20])=[CH:22][CH:23]=1)[CH2:4][N:5]1[CH2:10][CH2:9][CH2:8][CH:7]([C:11]2[O:15][N:14]=[C:13]([CH3:16])[N:12]=2)[CH2:6]1, predict the reactants needed to synthesize it. The reactants are: [F:1][C:2]([F:19])([F:18])[C@@H:3]([OH:17])[CH2:4][N:5]1[CH2:10][CH2:9][CH2:8][CH:7]([C:11]2[O:15][N:14]=[C:13]([CH3:16])[N:12]=2)[CH2:6]1.[Cl:20][C:21]1[CH:26]=[CH:25][C:24]([N:27]=[C:28]=[O:29])=[CH:23][CH:22]=1. (4) Given the product [CH3:1][O:2][C:3]1[N:8]=[C:7]2[NH:9][N:10]=[CH:11][C:6]2=[CH:5][C:4]=1[NH:12][C:13]1[C:14]2[C:21]3[CH2:22][CH2:23][C@H:24]([C:26]([N:30]([CH3:31])[CH3:29])=[O:28])[CH2:25][C:20]=3[S:19][C:15]=2[N:16]=[CH:17][N:18]=1, predict the reactants needed to synthesize it. The reactants are: [CH3:1][O:2][C:3]1[N:8]=[C:7]2[NH:9][N:10]=[CH:11][C:6]2=[CH:5][C:4]=1[NH:12][C:13]1[C:14]2[C:21]3[CH2:22][CH2:23][C@H:24]([C:26]([OH:28])=O)[CH2:25][C:20]=3[S:19][C:15]=2[N:16]=[CH:17][N:18]=1.[CH3:29][NH:30][CH3:31]. (5) Given the product [Cl:1][C:2]1[C:3]2[N:4]([CH:13]=[CH:14][CH:15]=2)[N:5]=[CH:6][C:7]=1[C:8]([OH:10])=[O:9], predict the reactants needed to synthesize it. The reactants are: [Cl:1][C:2]1[C:3]2[N:4]([CH:13]=[CH:14][CH:15]=2)[N:5]=[CH:6][C:7]=1[C:8]([O:10]CC)=[O:9].O. (6) Given the product [Cl:59][C:27]1[CH:28]=[CH:29][CH:30]=[C:25]([Cl:24])[C:26]=1[NH:32][C:33](=[O:47])[NH:34][C:35]1[CH:40]=[CH:39][C:38]([CH2:41][C:42]([N:11]2[C@@H:7]([C:1]3[CH:2]=[CH:3][CH:4]=[CH:5][CH:6]=3)[CH2:8][CH2:9][C@H:10]2[CH2:12][O:13][C:14]2[CH:15]=[CH:16][C:17]([C:18]([O:20][CH3:21])=[O:19])=[CH:22][CH:23]=2)=[O:44])=[CH:37][C:36]=1[O:45][CH3:46], predict the reactants needed to synthesize it. The reactants are: [C:1]1([C@@H:7]2[NH:11][C@H:10]([CH2:12][O:13][C:14]3[CH:23]=[CH:22][C:17]([C:18]([O:20][CH3:21])=[O:19])=[CH:16][CH:15]=3)[CH2:9][CH2:8]2)[CH:6]=[CH:5][CH:4]=[CH:3][CH:2]=1.[Cl:24][C:25]1[CH:30]=[C:29](Cl)[CH:28]=[CH:27][C:26]=1[NH:32][C:33](=[O:47])[NH:34][C:35]1[CH:40]=[CH:39][C:38]([CH2:41][C:42]([OH:44])=O)=[CH:37][C:36]=1[O:45][CH3:46].CCN=C=NCCCN(C)C.[ClH:59].O. (7) The reactants are: O[CH2:2][C:3]1[CH:4]=[C:5]([C:9]2([C:22]3[CH:27]=[CH:26][CH:25]=[C:24](CO)[CH:23]=3)[C:21]3[CH:20]=[CH:19][CH:18]=[CH:17][C:16]=3[C:15]3[C:10]2=[CH:11][CH:12]=[CH:13][CH:14]=3)[CH:6]=[CH:7][CH:8]=1.S(Cl)([Cl:32])=O.[CH2:34]([Cl:36])Cl. Given the product [Cl:32][CH2:2][C:3]1[CH:4]=[C:5]([C:9]2([C:22]3[CH:27]=[CH:26][CH:25]=[C:24]([CH2:34][Cl:36])[CH:23]=3)[C:21]3[CH:20]=[CH:19][CH:18]=[CH:17][C:16]=3[C:15]3[C:10]2=[CH:11][CH:12]=[CH:13][CH:14]=3)[CH:6]=[CH:7][CH:8]=1, predict the reactants needed to synthesize it. (8) Given the product [N:1]1([C:13]2[CH:14]=[CH:15][C:16]([N+:18]([O-:20])=[O:19])=[CH:17][C:12]=2[C:11]([O:10][CH2:7][CH:8]=[CH2:9])=[O:22])[CH2:6][CH2:5][O:4][CH2:3][CH2:2]1, predict the reactants needed to synthesize it. The reactants are: [NH:1]1[CH2:6][CH2:5][O:4][CH2:3][CH2:2]1.[CH2:7]([O:10][C:11](=[O:22])[C:12]1[CH:17]=[C:16]([N+:18]([O-:20])=[O:19])[CH:15]=[CH:14][C:13]=1F)[CH:8]=[CH2:9]. (9) Given the product [CH3:26][C:5]1([CH3:27])[CH:6]([C:7]([O:9][CH:10]([C:11]2[CH:16]=[CH:15][CH:14]=[C:13]([O:17][C:18]3[CH:23]=[CH:22][CH:21]=[CH:20][CH:19]=3)[CH:12]=2)[C:24]#[N:25])=[O:8])[CH:4]1/[CH:3]=[C:2](\[Cl:1])/[C:28]([F:29])([F:31])[F:30], predict the reactants needed to synthesize it. The reactants are: [Cl:1]/[C:2](/[C:28]([F:31])([F:30])[F:29])=[CH:3]\[C@@H:4]1[C@H:6]([C:7]([O:9][CH:10]([C:24]#[N:25])[C:11]2[CH:16]=[CH:15][CH:14]=[C:13]([O:17][C:18]3[CH:23]=[CH:22][CH:21]=[CH:20][CH:19]=3)[CH:12]=2)=[O:8])[C:5]1([CH3:27])[CH3:26].CC1(C)[C@H](C(O[C@@H](C2C=CC=C(OC3C=CC=CC=3)C=2)C#N)=O)[C@@H]1/C=C(\Cl)/C(F)(F)F. (10) Given the product [CH:19]([C:9]1[NH:8][C:7]([CH2:10][CH2:11][C:12]([OH:14])=[O:13])=[CH:6][C:5]=1[CH2:1][CH2:2][CH3:3])=[O:20], predict the reactants needed to synthesize it. The reactants are: [CH2:1]([C:5]1[CH:6]=[C:7]([CH2:10][CH2:11][C:12]([O:14]CC)=[O:13])[NH:8][CH:9]=1)[CH2:2][CH2:3]C.Cl.C[CH2:19][O:20]C(C)=O.